Predict the reactants needed to synthesize the given product. From a dataset of Full USPTO retrosynthesis dataset with 1.9M reactions from patents (1976-2016). (1) Given the product [O:40]1[C:41]2[CH:51]=[CH:50][CH:44]=[CH:43][C:42]=2[N:56]=[C:1]1[O:8][C:9]1[CH:10]=[CH:11][C:12]([O:13][CH2:14][CH:15]([OH:30])[CH2:16][N:17]2[CH2:18][CH2:19][C:20]([C:24]3[CH:25]=[CH:26][CH:27]=[CH:28][CH:29]=3)([OH:23])[CH2:21][CH2:22]2)=[CH:31][CH:32]=1, predict the reactants needed to synthesize it. The reactants are: [CH2:1]([O:8][C:9]1[CH:32]=[CH:31][C:12]([O:13][CH2:14][CH:15]([OH:30])[CH2:16][N:17]2[CH2:22][CH2:21][C:20]([C:24]3[CH:29]=[CH:28][CH:27]=[CH:26][CH:25]=3)([OH:23])[CH2:19][CH2:18]2)=[CH:11][CH:10]=1)C1C=CC=CC=1.C([O:40][C:41]1[CH:51]=[CH:50][C:44](OCC2CO2)=[CH:43][CH:42]=1)C1C=CC=CC=1.OC1(C2C=CC=CC=2)CC[NH:56]CC1.C([O-])([O-])=O.[K+].[K+]. (2) Given the product [OH:26][C:27]1[CH:34]=[CH:33][CH:32]=[CH:31][C:28]=1[CH2:29][NH:19][C:18]1[C:17]2[N:16]=[CH:15][N:14]([C:23]=2[N:22]=[CH:21][N:20]=1)[C@@H:6]1[O:7][C@H:8]([CH:9]([C:11](=[O:13])[CH3:12])[OH:10])[C@@:4]([C:1](=[O:3])[CH3:2])([OH:25])[CH2:5]1, predict the reactants needed to synthesize it. The reactants are: [C:1]([C@@:4]1([OH:25])[C@@H:8]([CH:9]([C:11](=[O:13])[CH3:12])[OH:10])[O:7][C@@H:6]([N:14]2[C:23]3[C:17]([C:18](Br)([N:20]=[CH:21][N:22]=3)[NH2:19])=[N:16][CH2:15]2)[CH2:5]1)(=[O:3])[CH3:2].[OH:26][C:27]1[CH:34]=[CH:33][CH:32]=[CH:31][C:28]=1[CH2:29]N.Cl.C(N(CC)CC)C. (3) Given the product [CH3:38][O:39][CH2:40][O:1][C:2]1[CH:7]=[C:6]([CH3:8])[C:5]([C:9]2[CH:14]=[CH:13][CH:12]=[C:11]([CH2:15][O:16][C:17]3[CH:18]=[CH:19][C:20]([CH2:23][CH2:24][C:25]([OH:27])=[O:26])=[CH:21][CH:22]=3)[CH:10]=2)=[C:4]([CH3:29])[CH:3]=1, predict the reactants needed to synthesize it. The reactants are: [OH:1][C:2]1[CH:7]=[C:6]([CH3:8])[C:5]([C:9]2[CH:14]=[CH:13][CH:12]=[C:11]([CH2:15][O:16][C:17]3[CH:22]=[CH:21][C:20]([CH2:23][CH2:24][C:25]([O:27]C)=[O:26])=[CH:19][CH:18]=3)[CH:10]=2)=[C:4]([CH3:29])[CH:3]=1.C(=O)([O-])[O-].[K+].[K+].[I-].[Na+].[CH3:38][O:39][CH2:40]Cl.[OH-].[Na+].Cl.